This data is from Aqueous solubility values for 9,982 compounds from the AqSolDB database. The task is: Regression/Classification. Given a drug SMILES string, predict its absorption, distribution, metabolism, or excretion properties. Task type varies by dataset: regression for continuous measurements (e.g., permeability, clearance, half-life) or binary classification for categorical outcomes (e.g., BBB penetration, CYP inhibition). For this dataset (solubility_aqsoldb), we predict Y. (1) The drug is COc1ccc2c(c1OC)C(=O)OC2. The Y is -1.89 log mol/L. (2) The drug is CC(C)C1CCC(Cc2ccc(Cl)cc2)C1(O)Cn1cncn1. The Y is -4.68 log mol/L.